From a dataset of Full USPTO retrosynthesis dataset with 1.9M reactions from patents (1976-2016). Predict the reactants needed to synthesize the given product. (1) Given the product [CH2:7]([CH:9]([CH2:24][CH2:25][CH2:26][CH3:27])[CH2:10][O:11][P:12]([O-:23])([O:13][CH2:14][CH:15]([CH2:20][CH3:21])[CH2:16][CH2:17][CH2:18][CH3:19])=[O:22])[CH3:8].[Nd+:2], predict the reactants needed to synthesize it. The reactants are: [O-2].[Nd+3:2].[O-2].[O-2].[Nd+3].[Nd].[CH2:7]([CH:9]([CH2:24][CH2:25][CH2:26][CH3:27])[CH2:10][O:11][P:12](=[O:23])([OH:22])[O:13][CH2:14][CH:15]([CH2:20][CH3:21])[CH2:16][CH2:17][CH2:18][CH3:19])[CH3:8].CC1CCCCC1. (2) Given the product [O:1]1[C:8]2[CH:7]=[C:6]([C:9]([O:11][CH2:18][C:17]([N:13]3[CH2:16][CH2:15][CH2:14]3)=[O:20])=[O:10])[NH:5][C:4]=2[CH:3]=[CH:2]1, predict the reactants needed to synthesize it. The reactants are: [O:1]1[C:8]2[CH:7]=[C:6]([C:9]([O-:11])=[O:10])[NH:5][C:4]=2[CH:3]=[CH:2]1.[Na+].[N:13]1([C:17](=[O:20])[CH2:18]Cl)[CH2:16][CH2:15][CH2:14]1.